This data is from Reaction yield outcomes from USPTO patents with 853,638 reactions. The task is: Predict the reaction yield, written as a fraction of the theoretical maximum amount of product (1.0 means a 100% yield; for example, 0.34 means a 34% yield). The reactants are [C:1]([O:5][C:6](=[O:21])[N:7]([CH2:19][CH3:20])[C:8]1[S:12][C:11]([C:13]2[CH:14]=[N:15][CH:16]=[CH:17][CH:18]=2)=[N:10][CH:9]=1)([CH3:4])([CH3:3])[CH3:2].[Cl:22]N1C(=O)CCC1=O. The catalyst is C(#N)C. The product is [C:1]([O:5][C:6](=[O:21])[N:7]([C:8]1[S:12][C:11]([C:13]2[CH:14]=[N:15][CH:16]=[CH:17][CH:18]=2)=[N:10][C:9]=1[Cl:22])[CH2:19][CH3:20])([CH3:4])([CH3:3])[CH3:2]. The yield is 0.670.